This data is from Catalyst prediction with 721,799 reactions and 888 catalyst types from USPTO. The task is: Predict which catalyst facilitates the given reaction. (1) Reactant: [C:1]([Si:5]([CH3:15])([CH3:14])[O:6][C@H:7]1[CH2:12][CH2:11][C@H:10]([NH2:13])[CH2:9][CH2:8]1)([CH3:4])([CH3:3])[CH3:2].C(N(CC)CC)C.[C:23](Cl)(Cl)=[O:24].Cl. Product: [C:1]([Si:5]([O:6][C@H:7]1[CH2:8][CH2:9][C@H:10]([N:13]=[C:23]=[O:24])[CH2:11][CH2:12]1)([CH3:15])[CH3:14])([CH3:4])([CH3:3])[CH3:2]. The catalyst class is: 4. (2) Reactant: [F:1][C:2]1[CH:7]=[CH:6][C:5]([F:8])=[CH:4][C:3]=1[C:9](=[O:22])[CH:10]([NH:14][C:15](=[O:21])[O:16][C:17]([CH3:20])([CH3:19])[CH3:18])[CH2:11][C:12]#[CH:13].N12CCN(CC1)CC2.C(O)=O. Product: [F:1][C:2]1[CH:7]=[CH:6][C:5]([F:8])=[CH:4][C:3]=1[C@H:9]([OH:22])[C@@H:10]([NH:14][C:15](=[O:21])[O:16][C:17]([CH3:18])([CH3:20])[CH3:19])[CH2:11][C:12]#[CH:13]. The catalyst class is: 1. (3) Reactant: Cl([O-])=O.[Na+].P([O-])(O)(O)=[O:6].[Na+].CC(=CC)C.[C:16]([O:20][C:21]([N:23]1[CH2:26][CH:25]([O:27][C:28]2[CH:33]=[C:32]([F:34])[CH:31]=[CH:30][C:29]=2[CH:35]=[O:36])[CH2:24]1)=[O:22])([CH3:19])([CH3:18])[CH3:17]. Product: [C:16]([O:20][C:21]([N:23]1[CH2:26][CH:25]([O:27][C:28]2[CH:33]=[C:32]([F:34])[CH:31]=[CH:30][C:29]=2[C:35]([OH:6])=[O:36])[CH2:24]1)=[O:22])([CH3:19])([CH3:17])[CH3:18]. The catalyst class is: 127.